Regression. Given a peptide amino acid sequence and an MHC pseudo amino acid sequence, predict their binding affinity value. This is MHC class I binding data. From a dataset of Peptide-MHC class I binding affinity with 185,985 pairs from IEDB/IMGT. (1) The binding affinity (normalized) is 0.0847. The MHC is HLA-B08:01 with pseudo-sequence HLA-B08:01. The peptide sequence is FIFGKMGAG. (2) The MHC is HLA-A33:01 with pseudo-sequence HLA-A33:01. The binding affinity (normalized) is 0.263. The peptide sequence is ATVANVFLY.